Dataset: Full USPTO retrosynthesis dataset with 1.9M reactions from patents (1976-2016). Task: Predict the reactants needed to synthesize the given product. (1) Given the product [ClH:61].[ClH:61].[ClH:61].[F:28][C:29]1[CH:30]=[C:31]([CH:34]=[CH:35][C:36]=1[O:37][CH2:38][CH2:39][CH2:40][N:41]1[CH2:46][CH2:45][O:44][CH2:43][CH2:42]1)[CH2:32][N:17]1[CH2:16][CH2:15][CH:14]([NH:13][C:10]2[C:11]3[C:6](=[CH:5][CH:4]=[C:3]([O:2][CH3:1])[CH:12]=3)[C:7]([C:20]3[CH:25]=[CH:24][C:23]([O:26][CH3:27])=[CH:22][CH:21]=3)=[N:8][N:9]=2)[CH2:19][CH2:18]1, predict the reactants needed to synthesize it. The reactants are: [CH3:1][O:2][C:3]1[CH:12]=[C:11]2[C:6]([C:7]([C:20]3[CH:25]=[CH:24][C:23]([O:26][CH3:27])=[CH:22][CH:21]=3)=[N:8][N:9]=[C:10]2[NH:13][CH:14]2[CH2:19][CH2:18][NH:17][CH2:16][CH2:15]2)=[CH:5][CH:4]=1.[F:28][C:29]1[CH:30]=[C:31]([CH:34]=[CH:35][C:36]=1[O:37][CH2:38][CH2:39][CH2:40][N:41]1[CH2:46][CH2:45][O:44][CH2:43][CH2:42]1)[CH:32]=O.C(O[BH-](OC(=O)C)OC(=O)C)(=O)C.[Na+].[Cl:61]CCCl. (2) Given the product [CH:1]1([C:4]2[O:5][C:6]3[C:12]([C:13]([OH:15])=[O:14])=[CH:11][C:10]4[N:17]=[C:18]([NH:20][C:21]5[C:26]([Cl:27])=[CH:25][CH:24]=[CH:23][C:22]=5[Cl:28])[NH:19][C:9]=4[C:7]=3[N:8]=2)[CH2:2][CH2:3]1, predict the reactants needed to synthesize it. The reactants are: [CH:1]1([C:4]2[O:5][C:6]3[C:12]([C:13]([O:15]C)=[O:14])=[CH:11][C:10]4[N:17]=[C:18]([NH:20][C:21]5[C:26]([Cl:27])=[CH:25][CH:24]=[CH:23][C:22]=5[Cl:28])[NH:19][C:9]=4[C:7]=3[N:8]=2)[CH2:3][CH2:2]1.[OH-].[Na+].